From a dataset of Full USPTO retrosynthesis dataset with 1.9M reactions from patents (1976-2016). Predict the reactants needed to synthesize the given product. Given the product [CH2:18]([C:12]1([CH2:20][CH2:21][CH2:22][CH2:23][CH2:24][CH3:25])[C:11]2[CH:10]=[CH:9][CH:8]=[CH:7][C:6]=2[C:5]2[C:13]1=[CH:1][CH:2]=[CH:3][CH:4]=2)[CH2:17][CH2:16][CH2:15][CH2:26][CH3:27], predict the reactants needed to synthesize it. The reactants are: [CH:1]1[C:13]2[CH2:12][C:11]3[C:6](=[CH:7][CH:8]=[CH:9][CH:10]=3)[C:5]=2[CH:4]=[CH:3][CH:2]=1.[Li][CH2:15][CH2:16][CH2:17][CH3:18].Br[CH2:20][CH2:21][CH2:22][CH2:23][CH2:24][CH3:25].[CH2:26]1COC[CH2:27]1.